From a dataset of Peptide-MHC class II binding affinity with 134,281 pairs from IEDB. Regression. Given a peptide amino acid sequence and an MHC pseudo amino acid sequence, predict their binding affinity value. This is MHC class II binding data. (1) The peptide sequence is GVTVIKNNMINNDLGP. The MHC is DRB1_1501 with pseudo-sequence DRB1_1501. The binding affinity (normalized) is 0.808. (2) The peptide sequence is LGGLWTAVSPHLSPL. The MHC is DRB1_0101 with pseudo-sequence DRB1_0101. The binding affinity (normalized) is 0.815.